The task is: Predict the reactants needed to synthesize the given product.. This data is from Full USPTO retrosynthesis dataset with 1.9M reactions from patents (1976-2016). Given the product [Cl:17][C:15]1[CH:14]=[CH:13][N:12]=[C:11]2[NH:10][CH:9]=[C:8]([C:4]3[CH:3]=[C:2]([CH:7]=[CH:6][CH:5]=3)[NH2:1])[C:16]=12, predict the reactants needed to synthesize it. The reactants are: [NH2:1][C:2]1[CH:3]=[C:4]([C:8]2[C:16]3[C:11](=[N:12][CH:13]=[CH:14][C:15]=3[Cl:17])[N:10](C(OC(C)(C)C)=O)[CH:9]=2)[CH:5]=[CH:6][CH:7]=1.C(Cl)Cl.